Dataset: Catalyst prediction with 721,799 reactions and 888 catalyst types from USPTO. Task: Predict which catalyst facilitates the given reaction. (1) Reactant: [CH:1]([O:4][C:5]([N:7]1[CH2:12][CH2:11][CH:10]([OH:13])[CH2:9][CH2:8]1)=[O:6])([CH3:3])[CH3:2].[Cl:14][C:15]1[C:20]([O:21][CH3:22])=[C:19](Cl)[N:18]=[CH:17][N:16]=1.CC(C)([O-])C.[K+]. Product: [CH:1]([O:4][C:5]([N:7]1[CH2:8][CH2:9][CH:10]([O:13][C:19]2[C:20]([O:21][CH3:22])=[C:15]([Cl:14])[N:16]=[CH:17][N:18]=2)[CH2:11][CH2:12]1)=[O:6])([CH3:3])[CH3:2]. The catalyst class is: 1. (2) Reactant: CC([Si](C1C=CC=CC=1)(C1C=CC=CC=1)[O:6][CH2:7][C@@H:8]1[CH2:14][C@@H:13]2[C@@H:11]([CH2:12]2)[CH2:10][N:9]1[C:15]([O:17][C:18]([CH3:21])([CH3:20])[CH3:19])=[O:16])(C)C.CCCC[N+](CCCC)(CCCC)CCCC.[F-]. Product: [OH:6][CH2:7][C@@H:8]1[CH2:14][C@@H:13]2[C@@H:11]([CH2:12]2)[CH2:10][N:9]1[C:15]([O:17][C:18]([CH3:21])([CH3:20])[CH3:19])=[O:16]. The catalyst class is: 1. (3) Reactant: [H-].C([Al+]CC(C)C)C(C)C.C[O:12][C:13]([C:15]1[O:16][C:17]([C:21]2[CH2:25][C:24]([C:30]3[CH:35]=[C:34]([Cl:36])[C:33]([Cl:37])=[C:32]([Cl:38])[CH:31]=3)([C:26]([F:29])([F:28])[F:27])[O:23][N:22]=2)=[CH:18][C:19]=1[CH3:20])=O. Product: [CH3:20][C:19]1[CH:18]=[C:17]([C:21]2[CH2:25][C:24]([C:30]3[CH:31]=[C:32]([Cl:38])[C:33]([Cl:37])=[C:34]([Cl:36])[CH:35]=3)([C:26]([F:29])([F:28])[F:27])[O:23][N:22]=2)[O:16][C:15]=1[CH2:13][OH:12]. The catalyst class is: 757.